This data is from Catalyst prediction with 721,799 reactions and 888 catalyst types from USPTO. The task is: Predict which catalyst facilitates the given reaction. (1) Reactant: [C:1]([NH:8][CH2:9][CH2:10][C:11]([OH:13])=[O:12])([O:3][C:4]([CH3:7])([CH3:6])[CH3:5])=[O:2].[CH3:14][C@@H:15]1[C@:32]([OH:37])([C:33]([CH2:35][OH:36])=[O:34])[C@:31]2([CH3:38])[C@H:17]([C@H:18]3[C@:28]([F:40])([C@@H:29]([OH:39])[CH2:30]2)[C@:27]2([CH3:41])[C:21](=[CH:22][C:23]([CH:25]=[CH:26]2)=[O:24])[CH2:20][CH2:19]3)[CH2:16]1.CCN=C=NCCCN(C)C.Cl. Product: [C:1]([NH:8][CH2:9][CH2:10][C:11]([OH:13])=[O:12])([O:3][C:4]([CH3:6])([CH3:7])[CH3:5])=[O:2].[CH3:14][C@@H:15]1[C@:32]([OH:37])([C:33]([CH2:35][OH:36])=[O:34])[C@:31]2([CH3:38])[C@H:17]([C@H:18]3[C@:28]([F:40])([C@@H:29]([OH:39])[CH2:30]2)[C@:27]2([CH3:41])[C:21](=[CH:22][C:23]([CH:25]=[CH:26]2)=[O:24])[CH2:20][CH2:19]3)[CH2:16]1. The catalyst class is: 120. (2) Reactant: C(OC([N:8]1[C:16]2[CH:15]=[CH:14][N:13]=[CH:12][C:11]=2[CH:10]=[C:9]1[CH2:17][N:18]1[CH2:23][CH2:22][N:21]([CH2:24][C:25]2[CH:34]=[C:33]3[C:28]([C:29]([NH2:35])=[N:30][CH:31]=[N:32]3)=[CH:27][CH:26]=2)[C:20](=[O:36])[CH2:19]1)=O)(C)(C)C.C(O)(C(F)(F)F)=O. The catalyst class is: 2. Product: [NH2:35][C:29]1[C:28]2[C:33](=[CH:34][C:25]([CH2:24][N:21]3[CH2:22][CH2:23][N:18]([CH2:17][C:9]4[NH:8][C:16]5[CH:15]=[CH:14][N:13]=[CH:12][C:11]=5[CH:10]=4)[CH2:19][C:20]3=[O:36])=[CH:26][CH:27]=2)[N:32]=[CH:31][N:30]=1. (3) Reactant: [C:1]([O:5][C:6]([C@@H:8]([C@@H:12]([C:16]1[CH:21]=[CH:20][C:19]([C:22]([F:25])([F:24])[F:23])=[CH:18][CH:17]=1)/[CH:13]=[CH:14]/[CH3:15])[C:9]([OH:11])=[O:10])=[O:7])([CH3:4])([CH3:3])[CH3:2].CO.[Si](C=[N+]=[N-])(C)(C)[CH3:29].CCCCCC. Product: [C:1]([O:5][C:6]([C@@H:8]([C@@H:12]([C:16]1[CH:17]=[CH:18][C:19]([C:22]([F:23])([F:24])[F:25])=[CH:20][CH:21]=1)/[CH:13]=[CH:14]/[CH3:15])[C:9]([O:11][CH3:29])=[O:10])=[O:7])([CH3:2])([CH3:3])[CH3:4]. The catalyst class is: 48. (4) Reactant: Br[CH:2](Br)[C:3]1[CH:8]=[CH:7][C:6]([O:9][CH3:10])=[CH:5][C:4]=1[N+:11]([O-:13])=[O:12].C([O-])(O)=[O:16].[Na+]. Product: [CH3:10][O:9][C:6]1[CH:7]=[CH:8][C:3]([CH:2]=[O:16])=[C:4]([N+:11]([O-:13])=[O:12])[CH:5]=1. The catalyst class is: 6. (5) Reactant: [CH:1]([C:3]1[CH:12]=[CH:11][CH:10]=[CH:9][C:4]=1[C:5]([O:7][CH3:8])=[O:6])=O.C1(P(=[CH:32][C:33]#[N:34])(C2C=CC=CC=2)C2C=CC=CC=2)C=CC=CC=1.N. Product: [C:33]([CH:32]=[CH:1][C:3]1[CH:12]=[CH:11][CH:10]=[CH:9][C:4]=1[C:5]([O:7][CH3:8])=[O:6])#[N:34]. The catalyst class is: 11.